From a dataset of Catalyst prediction with 721,799 reactions and 888 catalyst types from USPTO. Predict which catalyst facilitates the given reaction. (1) Reactant: Cl.[O:2]1[CH:6]=[CH:5][N:4]=[C:3]1[C:7]([CH:9]1[CH2:14][CH2:13][NH:12][CH2:11][CH2:10]1)=[O:8].C([O-])([O-])=O.[K+].[K+].Br[CH:22]([C:24]1[CH:29]=[CH:28][CH:27]=[CH:26][CH:25]=1)[CH3:23]. Product: [O:2]1[CH:6]=[CH:5][N:4]=[C:3]1[C:7]([CH:9]1[CH2:14][CH2:13][N:12]([CH:22]([C:24]2[CH:29]=[CH:28][CH:27]=[CH:26][CH:25]=2)[CH3:23])[CH2:11][CH2:10]1)=[O:8]. The catalyst class is: 10. (2) Reactant: [N+:1]([C:4]1[CH:22]=[CH:21][C:7]([C:8]([NH:10][NH:11][C:12](=[O:20])[CH2:13][CH2:14][CH2:15][C:16]([O:18][CH3:19])=[O:17])=O)=[CH:6][CH:5]=1)([O-:3])=[O:2].P(Cl)(Cl)(Cl)=O.C(=O)(O)[O-].[Na+]. Product: [N+:1]([C:4]1[CH:22]=[CH:21][C:7]([C:8]2[O:20][C:12]([CH2:13][CH2:14][CH2:15][C:16]([O:18][CH3:19])=[O:17])=[N:11][N:10]=2)=[CH:6][CH:5]=1)([O-:3])=[O:2]. The catalyst class is: 10.